From a dataset of Experimentally validated miRNA-target interactions with 360,000+ pairs, plus equal number of negative samples. Binary Classification. Given a miRNA mature sequence and a target amino acid sequence, predict their likelihood of interaction. The miRNA is hsa-miR-4426 with sequence GAAGAUGGACGUACUUU. The protein sequence of the target gene is MSISGTLSSYYVDSIISHESEDAPPAKFPSGQYANPRQPGHAEHLDFPSCSFQPKAPVFGASWAPLSPHASGSLPSVYHPYLQPQGAPAAESRYLRTWLEPAPRAEAAPGQGQAAVKAEPLLGAPGELLKQGTPEYSLETSAGREAVLSNQRAGYGDNKICEGSEDKERPDQTNPSANWLHARSSRKKRCPYTKYQTLELEKEFLFNMYLTRDRRHEVARLLNLSERQVKIWFQNRRMKMKKMNKEQGKE. Result: 0 (no interaction).